This data is from Forward reaction prediction with 1.9M reactions from USPTO patents (1976-2016). The task is: Predict the product of the given reaction. (1) The product is: [Br:1][C:2]1[CH:7]=[CH:6][C:5]([C@H:8]([C:20]2[CH:25]=[CH:24][C:23]([Cl:26])=[CH:22][C:21]=2[CH3:27])[CH2:9]/[C:10](/[C:12]2[CH:17]=[CH:16][N+:15]([O-:18])=[C:14]([CH3:19])[CH:13]=2)=[N:29]\[OH:30])=[CH:4][CH:3]=1. Given the reactants [Br:1][C:2]1[CH:7]=[CH:6][C:5]([C@H:8]([C:20]2[CH:25]=[CH:24][C:23]([Cl:26])=[CH:22][C:21]=2[CH3:27])[CH2:9][C:10]([C:12]2[CH:17]=[CH:16][N+:15]([O-:18])=[C:14]([CH3:19])[CH:13]=2)=O)=[CH:4][CH:3]=1.Cl.[NH2:29][OH:30].C(=O)([O-])O.[Na+], predict the reaction product. (2) Given the reactants Cl[C:2]1[CH:7]=[C:6]([N:8]2[CH:17]([CH3:18])[CH2:16][C:15]3[C:10](=[CH:11][C:12]([C:19]4[CH:20]=[N:21][N:22]([CH3:24])[CH:23]=4)=[CH:13][CH:14]=3)[CH2:9]2)[N:5]=[C:4]([NH2:25])[N:3]=1.[CH3:26][N:27]1[CH2:33][CH2:32][CH2:31][NH:30][CH2:29][CH2:28]1, predict the reaction product. The product is: [CH3:26][N:27]1[CH2:33][CH2:32][CH2:31][N:30]([C:2]2[CH:7]=[C:6]([N:8]3[CH:17]([CH3:18])[CH2:16][C:15]4[C:10](=[CH:11][C:12]([C:19]5[CH:20]=[N:21][N:22]([CH3:24])[CH:23]=5)=[CH:13][CH:14]=4)[CH2:9]3)[N:5]=[C:4]([NH2:25])[N:3]=2)[CH2:29][CH2:28]1. (3) Given the reactants [NH2:1][C@H:2]([CH:6]([CH3:8])[CH3:7])[C:3]([OH:5])=[O:4].C(=O)(O)[O-].[Na+].[C:14](O[C:14]([O:16][C:17]([CH3:20])([CH3:19])[CH3:18])=[O:15])([O:16][C:17]([CH3:20])([CH3:19])[CH3:18])=[O:15], predict the reaction product. The product is: [C:17]([O:16][C:14]([NH:1][C@H:2]([CH:6]([CH3:8])[CH3:7])[C:3]([OH:5])=[O:4])=[O:15])([CH3:20])([CH3:19])[CH3:18]. (4) Given the reactants [OH:1][C:2]([C:5]1[CH:31]=[CH:30][C:8]([C:9]([NH:11][C:12]2[CH:17]=[C:16]([N:18]3[CH2:23][CH2:22][CH2:21][C@@H:20]([C:24]([OH:26])=O)[CH2:19]3)[N:15]3[N:27]=[CH:28][CH:29]=[C:14]3[N:13]=2)=[O:10])=[CH:7][CH:6]=1)([CH3:4])[CH3:3].[CH2:32]([NH2:34])[CH3:33].CCN=C=NCCCN(C)C.C1C=CC2N(O)N=NC=2C=1, predict the reaction product. The product is: [CH2:32]([NH:34][C:24]([C@@H:20]1[CH2:21][CH2:22][CH2:23][N:18]([C:16]2[N:15]3[N:27]=[CH:28][CH:29]=[C:14]3[N:13]=[C:12]([NH:11][C:9](=[O:10])[C:8]3[CH:30]=[CH:31][C:5]([C:2]([OH:1])([CH3:3])[CH3:4])=[CH:6][CH:7]=3)[CH:17]=2)[CH2:19]1)=[O:26])[CH3:33]. (5) Given the reactants Cl.Cl.[NH:3]1[CH2:6][CH:5]([C:7]2[C:8]([O:30][CH3:31])=[C:9]([CH:15]([N:17]3[C:21]4=[N:22][CH:23]=[N:24][C:25]([NH2:26])=[C:20]4[C:19]([CH:27]([F:29])[F:28])=[N:18]3)[CH3:16])[CH:10]=[C:11]([Cl:14])[C:12]=2[F:13])[CH2:4]1.C(N(CC)CC)C.[CH3:39][C@H:40]1[CH2:42][O:41]1, predict the reaction product. The product is: [NH2:26][C:25]1[N:24]=[CH:23][N:22]=[C:21]2[N:17]([CH:15]([C:9]3[C:8]([O:30][CH3:31])=[C:7]([CH:5]4[CH2:6][N:3]([CH2:39][C@@H:40]([OH:41])[CH3:42])[CH2:4]4)[C:12]([F:13])=[C:11]([Cl:14])[CH:10]=3)[CH3:16])[N:18]=[C:19]([CH:27]([F:29])[F:28])[C:20]=12. (6) The product is: [CH2:77]([S:84][C:2]1[CH:11]=[C:10]2[C:5]([C:6]([C:13]3[CH:18]=[CH:17][C:16]([C:19]4([F:23])[CH2:22][O:21][CH2:20]4)=[CH:15][C:14]=3[O:24][CH3:25])=[N:7][C:8]([CH3:12])=[N:9]2)=[CH:4][CH:3]=1)[C:78]1[CH:83]=[CH:82][CH:81]=[CH:80][CH:79]=1. Given the reactants Br[C:2]1[CH:11]=[C:10]2[C:5]([C:6]([C:13]3[CH:18]=[CH:17][C:16]([C:19]4([F:23])[CH2:22][O:21][CH2:20]4)=[CH:15][C:14]=3[O:24][CH3:25])=[N:7][C:8]([CH3:12])=[N:9]2)=[CH:4][CH:3]=1.CC1(C)C2C(=C(P(C3C=CC=CC=3)C3C=CC=CC=3)C=CC=2)OC2C(P(C3C=CC=CC=3)C3C=CC=CC=3)=CC=CC1=2.CCN(C(C)C)C(C)C.[CH2:77]([SH:84])[C:78]1[CH:83]=[CH:82][CH:81]=[CH:80][CH:79]=1, predict the reaction product. (7) Given the reactants [CH3:1][O:2][C:3]1[CH:8]=[CH:7][C:6]([N:9]2[C:19]3[C:14](=[CH:15][CH:16]=[CH:17][CH:18]=3)[C:12](=O)[C:10]2=[O:11])=[CH:5][CH:4]=1.[OH-:20].[K+], predict the reaction product. The product is: [CH3:1][O:2][C:3]1[CH:8]=[CH:7][C:6]2[C:5](=[C:12]([C:10]([OH:20])=[O:11])[C:14]3[C:19]([N:9]=2)=[CH:18][CH:17]=[CH:16][CH:15]=3)[CH:4]=1. (8) The product is: [CH2:31]([S:33][C:2]1[C:3]([C:12]2[N:24]([CH3:25])[C:15]3=[N:16][CH:17]=[C:18]([C:20]([F:23])([F:22])[F:21])[CH:19]=[C:14]3[N:13]=2)=[N:4][CH:5]=[C:6]([C:8]([F:11])([F:10])[F:9])[CH:7]=1)[CH3:32]. Given the reactants Cl[C:2]1[C:3]([C:12]2[N:24]([CH3:25])[C:15]3=[N:16][CH:17]=[C:18]([C:20]([F:23])([F:22])[F:21])[CH:19]=[C:14]3[N:13]=2)=[N:4][CH:5]=[C:6]([C:8]([F:11])([F:10])[F:9])[CH:7]=1.CN(C=O)C.[CH2:31]([S-:33])[CH3:32].[Na+], predict the reaction product. (9) Given the reactants [CH3:1][C:2]1[C:6]([C:7]2[C:8]([O:21][CH3:22])=[CH:9][C:10]3[C:11]4[NH:19][C:18](=[O:20])[O:17][C:12]=4[CH:13]=[N:14][C:15]=3[CH:16]=2)=[C:5]([CH3:23])[O:4][N:3]=1.C([O-])([O-])=O.[Cs+].[Cs+].[F:30][C:31]([F:42])([F:41])[O:32][C:33]1[CH:40]=[CH:39][C:36]([CH2:37]Br)=[CH:35][CH:34]=1, predict the reaction product. The product is: [CH3:1][C:2]1[C:6]([C:7]2[C:8]([O:21][CH3:22])=[CH:9][C:10]3[C:11]4[N:19]([CH2:37][C:36]5[CH:39]=[CH:40][C:33]([O:32][C:31]([F:30])([F:41])[F:42])=[CH:34][CH:35]=5)[C:18](=[O:20])[O:17][C:12]=4[CH:13]=[N:14][C:15]=3[CH:16]=2)=[C:5]([CH3:23])[O:4][N:3]=1.